This data is from NCI-60 drug combinations with 297,098 pairs across 59 cell lines. The task is: Regression. Given two drug SMILES strings and cell line genomic features, predict the synergy score measuring deviation from expected non-interaction effect. (1) Synergy scores: CSS=38.5, Synergy_ZIP=-8.40, Synergy_Bliss=-7.02, Synergy_Loewe=-25.4, Synergy_HSA=-4.27. Drug 2: CC1C(C(CC(O1)OC2CC(CC3=C2C(=C4C(=C3O)C(=O)C5=CC=CC=C5C4=O)O)(C(=O)C)O)N)O. Cell line: NCI-H522. Drug 1: COCCOC1=C(C=C2C(=C1)C(=NC=N2)NC3=CC=CC(=C3)C#C)OCCOC.Cl. (2) Drug 1: CN(C)N=NC1=C(NC=N1)C(=O)N. Cell line: HL-60(TB). Synergy scores: CSS=64.6, Synergy_ZIP=20.8, Synergy_Bliss=18.9, Synergy_Loewe=1.11, Synergy_HSA=18.2. Drug 2: C1=CC(=CC=C1CC(C(=O)O)N)N(CCCl)CCCl.Cl. (3) Drug 1: CS(=O)(=O)C1=CC(=C(C=C1)C(=O)NC2=CC(=C(C=C2)Cl)C3=CC=CC=N3)Cl. Drug 2: CC1=CC=C(C=C1)C2=CC(=NN2C3=CC=C(C=C3)S(=O)(=O)N)C(F)(F)F. Cell line: SK-MEL-2. Synergy scores: CSS=6.51, Synergy_ZIP=-1.02, Synergy_Bliss=5.56, Synergy_Loewe=-4.36, Synergy_HSA=0.864.